Dataset: Catalyst prediction with 721,799 reactions and 888 catalyst types from USPTO. Task: Predict which catalyst facilitates the given reaction. (1) Reactant: [Cl:1][C:2]1[CH:11]=[C:10]([C:12](=[O:14])[CH3:13])[C:9]([N:15]2[CH2:20][CH2:19][NH:18][CH2:17][CH2:16]2)=[C:8]2[C:3]=1[CH:4]=[CH:5][CH:6]=[N:7]2.C(=O)([O-])[O-].[K+].[K+].Cl[CH2:28][C:29]([N:31]([CH3:33])[CH3:32])=[O:30]. Product: [C:12]([C:10]1[C:9]([N:15]2[CH2:16][CH2:17][N:18]([CH2:28][C:29]([N:31]([CH3:33])[CH3:32])=[O:30])[CH2:19][CH2:20]2)=[C:8]2[C:3]([CH:4]=[CH:5][CH:6]=[N:7]2)=[C:2]([Cl:1])[CH:11]=1)(=[O:14])[CH3:13]. The catalyst class is: 204. (2) The catalyst class is: 48. Reactant: [CH3:1][NH2:2].Cl.C[Al](C)C.CO[C:10](=[O:30])[CH2:11][CH:12]([C:21]1[CH:29]=[C:28]2[C:24]([CH:25]=[CH:26][NH:27]2)=[CH:23][CH:22]=1)[C:13]1[CH:18]=[CH:17][CH:16]=[CH:15][C:14]=1[O:19][CH3:20]. Product: [NH:27]1[C:28]2[C:24](=[CH:23][CH:22]=[C:21]([CH:12]([C:13]3[CH:18]=[CH:17][CH:16]=[CH:15][C:14]=3[O:19][CH3:20])[CH2:11][C:10]([NH:2][CH3:1])=[O:30])[CH:29]=2)[CH:25]=[CH:26]1. (3) Reactant: [F:1][C:2]1[C:7]([F:8])=[C:6]([F:9])[CH:5]=[CH:4][C:3]=1[N:10]1[C:14]2[CH:15]=[CH:16][CH:17]=[CH:18][C:13]=2[NH:12][S:11]1(=[O:20])=[O:19].C1(P(C2C=CC=CC=2)C2C=CC=CC=2)C=CC=CC=1.[Br:40][CH2:41][CH2:42][CH2:43]O.CC(OC(/N=N/C(OC(C)C)=O)=O)C. Product: [Br:40][CH2:41][CH2:42][CH2:43][N:12]1[C:13]2[CH:18]=[CH:17][CH:16]=[CH:15][C:14]=2[N:10]([C:3]2[CH:4]=[CH:5][C:6]([F:9])=[C:7]([F:8])[C:2]=2[F:1])[S:11]1(=[O:19])=[O:20]. The catalyst class is: 7. (4) Product: [F:1][C:2]1[CH:7]=[C:6]([F:8])[CH:5]=[CH:4][C:3]=1[CH2:9][O:10][C:11]1[CH:20]=[CH:19][C:18]([C:21]([N:23]2[CH2:24][CH2:25][O:26][CH2:27][CH2:28]2)=[O:22])=[CH:17][C:12]=1[C:13]([NH:39][C:38]1[C:34]([CH3:33])=[N:35][O:36][CH:37]=1)=[O:14]. The catalyst class is: 30. Reactant: [F:1][C:2]1[CH:7]=[C:6]([F:8])[CH:5]=[CH:4][C:3]=1[CH2:9][O:10][C:11]1[CH:20]=[CH:19][C:18]([C:21]([N:23]2[CH2:28][CH2:27][O:26][CH2:25][CH2:24]2)=[O:22])=[CH:17][C:12]=1[C:13](OC)=[O:14].[OH-].[Li+].Cl.Cl.[CH3:33][C:34]1[C:38]([NH2:39])=[CH:37][O:36][N:35]=1.ON1C2N=CC=CC=2N=N1.C(N(C(C)C)CC)(C)C.C(Cl)CCl. (5) Reactant: [CH3:1][O:2][C:3]1[CH:12]=[C:11]2[C:6]([CH:7]([CH2:15][CH2:16][C:17]3[CH:22]=[CH:21][CH:20]=[CH:19][CH:18]=3)[CH2:8][N:9](C=O)[CH2:10]2)=[CH:5][CH:4]=1.[OH-].[Na+]. Product: [CH3:1][O:2][C:3]1[CH:12]=[C:11]2[C:6]([CH:7]([CH2:15][CH2:16][C:17]3[CH:22]=[CH:21][CH:20]=[CH:19][CH:18]=3)[CH2:8][NH:9][CH2:10]2)=[CH:5][CH:4]=1. The catalyst class is: 8. (6) Reactant: [Cl:1][C:2]1[CH:28]=[CH:27][C:5]([CH2:6][N:7]2[C:12](=[N:13][C:14]3[CH:19]=[CH:18][C:17]([O:20][CH:21]([CH3:23])[CH3:22])=[C:16]([F:24])[CH:15]=3)[NH:11][C:10](=[O:25])[NH:9][C:8]2=[O:26])=[CH:4][CH:3]=1.CN(C=O)C.CC(C)([O-])C.[K+].C[O:41][C:42](=[O:45])[CH:43]=[CH2:44]. Product: [Cl:1][C:2]1[CH:3]=[CH:4][C:5]([CH2:6][N:7]2[C:12](=[N:13][C:14]3[CH:19]=[CH:18][C:17]([O:20][CH:21]([CH3:23])[CH3:22])=[C:16]([F:24])[CH:15]=3)[NH:11][C:10](=[O:25])[N:9]([CH2:44][CH2:43][C:42]([OH:45])=[O:41])[C:8]2=[O:26])=[CH:27][CH:28]=1. The catalyst class is: 6. (7) Reactant: [CH3:1][C:2]1[CH:3]=[CH:4][C:5]2[N:6]([C:8]([C:11]([OH:13])=O)=[CH:9][N:10]=2)[CH:7]=1.C(Cl)(=O)C(Cl)=O.[NH2:20][C:21]1[CH:22]=[C:23]([CH:38]=[CH:39][C:40]=1[F:41])[C:24]([NH:26][C@@H:27]1[C:35]2[C:30](=[CH:31][CH:32]=[C:33]([F:36])[CH:34]=2)[CH2:29][C@@H:28]1[OH:37])=[O:25].N1C=CC=CC=1. Product: [F:41][C:40]1[CH:39]=[CH:38][C:23]([C:24](=[O:25])[NH:26][C@@H:27]2[C:35]3[C:30](=[CH:31][CH:32]=[C:33]([F:36])[CH:34]=3)[CH2:29][C@@H:28]2[OH:37])=[CH:22][C:21]=1[NH:20][C:11]([C:8]1[N:6]2[CH:7]=[C:2]([CH3:1])[CH:3]=[CH:4][C:5]2=[N:10][CH:9]=1)=[O:13]. The catalyst class is: 139. (8) Reactant: [C:1](OC(=O)C)(=[O:3])C.[NH2:8][C:9]([C:17]1[CH:22]=[CH:21][CH:20]=[CH:19][CH:18]=1)([CH2:15][CH3:16])[C:10]([O:12][CH2:13][CH3:14])=[O:11]. Product: [CH:1]([NH:8][C:9]([C:17]1[CH:18]=[CH:19][CH:20]=[CH:21][CH:22]=1)([CH2:15][CH3:16])[C:10]([O:12][CH2:13][CH3:14])=[O:11])=[O:3]. The catalyst class is: 106. (9) Reactant: C[O:2][C:3]([C:5]1[S:6][CH:7]=[CH:8][C:9]=1[NH:10][NH2:11])=[O:4].C(N(CC)CC)C.C[O:20][C:21](=O)[N:22]=[C:23](SC)[C:24]([C:38]1[CH:43]=[CH:42][C:41]([O:44][CH3:45])=[C:40]([O:46][CH3:47])[CH:39]=1)=[N:25][C:26]1[CH:31]=[CH:30][C:29]([C:32]2[N:36]=[C:35]([CH3:37])[O:34][N:33]=2)=[CH:28][CH:27]=1. Product: [CH3:47][O:46][C:40]1[CH:39]=[C:38]([CH:24]([NH:25][C:26]2[CH:31]=[CH:30][C:29]([C:32]3[N:36]=[C:35]([CH3:37])[O:34][N:33]=3)=[CH:28][CH:27]=2)[C:23]2[NH:22][C:21](=[O:20])[N:10]([C:9]3[CH:8]=[CH:7][S:6][C:5]=3[C:3]([OH:2])=[O:4])[N:11]=2)[CH:43]=[CH:42][C:41]=1[O:44][CH3:45]. The catalyst class is: 3.